The task is: Regression. Given two drug SMILES strings and cell line genomic features, predict the synergy score measuring deviation from expected non-interaction effect.. This data is from Merck oncology drug combination screen with 23,052 pairs across 39 cell lines. Drug 1: CC1CC2C3CCC4=CC(=O)C=CC4(C)C3(F)C(O)CC2(C)C1(O)C(=O)CO. Drug 2: NC(=O)c1cccc2cn(-c3ccc(C4CCCNC4)cc3)nc12. Cell line: A2058. Synergy scores: synergy=-17.6.